From a dataset of NCI-60 drug combinations with 297,098 pairs across 59 cell lines. Regression. Given two drug SMILES strings and cell line genomic features, predict the synergy score measuring deviation from expected non-interaction effect. (1) Drug 1: COC1=C2C(=CC3=C1OC=C3)C=CC(=O)O2. Drug 2: COCCOC1=C(C=C2C(=C1)C(=NC=N2)NC3=CC=CC(=C3)C#C)OCCOC.Cl. Cell line: T-47D. Synergy scores: CSS=3.80, Synergy_ZIP=1.69, Synergy_Bliss=4.51, Synergy_Loewe=1.78, Synergy_HSA=1.94. (2) Drug 1: CC1OCC2C(O1)C(C(C(O2)OC3C4COC(=O)C4C(C5=CC6=C(C=C35)OCO6)C7=CC(=C(C(=C7)OC)O)OC)O)O. Drug 2: CC1=C2C(C(=O)C3(C(CC4C(C3C(C(C2(C)C)(CC1OC(=O)C(C(C5=CC=CC=C5)NC(=O)OC(C)(C)C)O)O)OC(=O)C6=CC=CC=C6)(CO4)OC(=O)C)O)C)O. Cell line: HCC-2998. Synergy scores: CSS=30.6, Synergy_ZIP=-7.26, Synergy_Bliss=-8.68, Synergy_Loewe=-8.71, Synergy_HSA=-5.91. (3) Drug 1: C1CCC(CC1)NC(=O)N(CCCl)N=O. Drug 2: C1CCC(C(C1)N)N.C(=O)(C(=O)[O-])[O-].[Pt+4]. Cell line: OVCAR-5. Synergy scores: CSS=11.5, Synergy_ZIP=-8.03, Synergy_Bliss=-6.97, Synergy_Loewe=-19.1, Synergy_HSA=-6.78.